This data is from NCI-60 drug combinations with 297,098 pairs across 59 cell lines. The task is: Regression. Given two drug SMILES strings and cell line genomic features, predict the synergy score measuring deviation from expected non-interaction effect. (1) Drug 1: C1CCC(C1)C(CC#N)N2C=C(C=N2)C3=C4C=CNC4=NC=N3. Drug 2: CC1=C(C=C(C=C1)C(=O)NC2=CC(=CC(=C2)C(F)(F)F)N3C=C(N=C3)C)NC4=NC=CC(=N4)C5=CN=CC=C5. Cell line: NCIH23. Synergy scores: CSS=10.7, Synergy_ZIP=-1.27, Synergy_Bliss=0.478, Synergy_Loewe=-1.27, Synergy_HSA=-0.885. (2) Drug 1: CC1=C(C=C(C=C1)NC2=NC=CC(=N2)N(C)C3=CC4=NN(C(=C4C=C3)C)C)S(=O)(=O)N.Cl. Drug 2: CS(=O)(=O)OCCCCOS(=O)(=O)C. Cell line: MCF7. Synergy scores: CSS=0.652, Synergy_ZIP=-1.42, Synergy_Bliss=-0.862, Synergy_Loewe=-6.28, Synergy_HSA=-3.70. (3) Drug 1: CC1C(C(CC(O1)OC2CC(CC3=C2C(=C4C(=C3O)C(=O)C5=C(C4=O)C(=CC=C5)OC)O)(C(=O)C)O)N)O.Cl. Drug 2: CC1CCCC2(C(O2)CC(NC(=O)CC(C(C(=O)C(C1O)C)(C)C)O)C(=CC3=CSC(=N3)C)C)C. Cell line: A549. Synergy scores: CSS=16.2, Synergy_ZIP=-9.33, Synergy_Bliss=-4.02, Synergy_Loewe=-6.94, Synergy_HSA=-4.56.